This data is from Full USPTO retrosynthesis dataset with 1.9M reactions from patents (1976-2016). The task is: Predict the reactants needed to synthesize the given product. (1) Given the product [O:4]1[C:8]2=[C:9]([N:13]3[CH2:18][CH2:17][N:16]([CH2:19][CH2:20][C@H:21]4[CH2:26][CH2:25][C@H:24]([NH:27][C:36](=[O:37])[CH2:35][C@H:32]5[CH2:33][CH2:34][C@H:30]([O:29][CH3:28])[CH2:31]5)[CH2:23][CH2:22]4)[CH2:15][CH2:14]3)[N:10]=[CH:11][CH:12]=[C:7]2[CH2:6][CH2:5]1, predict the reactants needed to synthesize it. The reactants are: Cl.Cl.Cl.[O:4]1[C:8]2=[C:9]([N:13]3[CH2:18][CH2:17][N:16]([CH2:19][CH2:20][C@H:21]4[CH2:26][CH2:25][C@H:24]([NH2:27])[CH2:23][CH2:22]4)[CH2:15][CH2:14]3)[N:10]=[CH:11][CH:12]=[C:7]2[CH2:6][CH2:5]1.[CH3:28][O:29][C@H:30]1[CH2:34][CH2:33][C@H:32]([CH2:35][C:36](OC)=[O:37])[CH2:31]1. (2) Given the product [F:20][C:21]1[CH:22]=[C:23]([C:33](=[O:35])[CH3:34])[CH:24]=[CH:25][C:26]=1[N:27]1[CH2:32][CH2:31][N:30]([C:10]([C:9]2[CH:13]=[C:5]([S:2]([CH3:1])(=[O:3])=[O:4])[CH:6]=[CH:7][C:8]=2[N:14]2[CH2:19][CH2:18][CH2:17][CH2:16][CH2:15]2)=[O:12])[CH2:29][CH2:28]1, predict the reactants needed to synthesize it. The reactants are: [CH3:1][S:2]([C:5]1[CH:6]=[CH:7][C:8]([N:14]2[CH2:19][CH2:18][CH2:17][CH2:16][CH2:15]2)=[C:9]([CH:13]=1)[C:10]([OH:12])=O)(=[O:4])=[O:3].[F:20][C:21]1[CH:22]=[C:23]([C:33](=[O:35])[CH3:34])[CH:24]=[CH:25][C:26]=1[N:27]1[CH2:32][CH2:31][NH:30][CH2:29][CH2:28]1.C(Cl)CCl. (3) Given the product [Cl:1][C:2]1[CH:3]=[CH:4][C:5]([C:8]2[N:9]([CH2:23][C@H:24]([OH:29])[C:25]([F:26])([F:28])[F:27])[C:10](=[O:22])[N:11]([CH2:13][C:14]3[N:18]=[C:17]([CH:19]([OH:21])[CH3:20])[N:16]([C:33]4[CH:34]=[CH:35][CH:36]=[CH:37][C:32]=4[CH2:30][CH3:31])[N:15]=3)[N:12]=2)=[CH:6][CH:7]=1, predict the reactants needed to synthesize it. The reactants are: [Cl:1][C:2]1[CH:7]=[CH:6][C:5]([C:8]2[N:9]([CH2:23][C@H:24]([OH:29])[C:25]([F:28])([F:27])[F:26])[C:10](=[O:22])[N:11]([CH2:13][C:14]3[N:18]=[C:17]([CH:19]([OH:21])[CH3:20])[NH:16][N:15]=3)[N:12]=2)=[CH:4][CH:3]=1.[CH2:30]([C:32]1[CH:37]=[CH:36][CH:35]=[CH:34][C:33]=1B(O)O)[CH3:31]. (4) Given the product [C:14]([O:9][CH2:8][CH2:7][N:6]1[C:5]([N+:10]([O-:12])=[O:11])=[CH:4][N:3]=[C:2]1[CH3:1])(=[O:13])[CH3:15], predict the reactants needed to synthesize it. The reactants are: [CH3:1][C:2]1[N:6]([CH2:7][CH2:8][OH:9])[C:5]([N+:10]([O-:12])=[O:11])=[CH:4][N:3]=1.[OH:13][CH2:14][CH2:15]N1C([N+]([O-])=O)=CN=C1C.C(OC(=O)C)(=O)C.